This data is from Forward reaction prediction with 1.9M reactions from USPTO patents (1976-2016). The task is: Predict the product of the given reaction. (1) Given the reactants [I-].[F:2][C:3]([F:26])([F:25])[CH2:4][CH2:5][P+:6]([C:19]1[CH:24]=[CH:23][CH:22]=[CH:21][CH:20]=1)([C:13]1[CH:18]=[CH:17][CH:16]=[CH:15][CH:14]=1)[C:7]1[CH:12]=[CH:11][CH:10]=[CH:9][CH:8]=1.C[Si]([N-][Si](C)(C)C)(C)C.[Li+].[CH2:37]([O:39][C:40](Cl)=[O:41])[CH3:38], predict the reaction product. The product is: [CH2:37]([O:39][C:40](=[O:41])[C:5](=[P:6]([C:13]1[CH:14]=[CH:15][CH:16]=[CH:17][CH:18]=1)([C:7]1[CH:8]=[CH:9][CH:10]=[CH:11][CH:12]=1)[C:19]1[CH:24]=[CH:23][CH:22]=[CH:21][CH:20]=1)[CH2:4][C:3]([F:2])([F:25])[F:26])[CH3:38]. (2) The product is: [F:26][C:23]1[CH:22]=[N:21][CH:20]=[C:19]([C:24]=1[CH3:25])[C:18]([NH:17][C:14]1[CH:13]=[CH:12][C:11](/[C:8](/[C:5]2[CH:6]=[CH:7][C:2]([N:32]3[CH:33]=[C:29]([CH3:28])[N:30]=[CH:31]3)=[CH:3][CH:4]=2)=[CH:9]\[CH3:10])=[CH:16][N:15]=1)=[O:27]. Given the reactants Br[C:2]1[CH:7]=[CH:6][C:5](/[C:8](/[C:11]2[CH:12]=[CH:13][C:14]([NH:17][C:18](=[O:27])[C:19]3[C:24]([CH3:25])=[C:23]([F:26])[CH:22]=[N:21][CH:20]=3)=[N:15][CH:16]=2)=[CH:9]/[CH3:10])=[CH:4][CH:3]=1.[CH3:28][C:29]1[N:30]=[CH:31][NH:32][CH:33]=1.N1CCC[C@H]1C(O)=O.C([O-])([O-])=O.[K+].[K+], predict the reaction product. (3) Given the reactants CC1C=CC(S(O[CH2:12][C:13]2[CH:18]=[CH:17][CH:16]=[C:15]([CH2:19][N:20]=[N+:21]=[N-:22])[N:14]=2)(=O)=O)=CC=1.[Cl:23][C:24]1[CH:41]=[CH:40][C:27]([CH2:28][NH:29][CH2:30][C:31]([O:33][CH2:34][CH2:35][Si:36]([CH3:39])([CH3:38])[CH3:37])=[O:32])=[CH:26][CH:25]=1.C(=O)([O-])[O-].[Na+].[Na+].O, predict the reaction product. The product is: [N:20]([CH2:19][C:15]1[N:14]=[C:13]([CH2:12][N:29]([CH2:28][C:27]2[CH:40]=[CH:41][C:24]([Cl:23])=[CH:25][CH:26]=2)[CH2:30][C:31]([O:33][CH2:34][CH2:35][Si:36]([CH3:39])([CH3:38])[CH3:37])=[O:32])[CH:18]=[CH:17][CH:16]=1)=[N+:21]=[N-:22]. (4) The product is: [CH3:17][Si:18]([CH3:24])([CH3:23])[C:2]1[CH:9]=[CH:8][C:5]([C:6]#[N:7])=[CH:4][CH:3]=1. Given the reactants Br[C:2]1[CH:9]=[CH:8][C:5]([C:6]#[N:7])=[CH:4][CH:3]=1.CC1C(C)NC=N1.[CH3:17][Si:18]([CH3:24])([CH3:23])[Si:18]([CH3:24])([CH3:23])[CH3:17], predict the reaction product. (5) Given the reactants Cl.[CH3:2][CH:3]1[CH2:8][CH2:7][CH2:6][CH2:5][N:4]1[C:9]1[CH:18]=[CH:17][C:12]([C:13]([O:15]C)=[O:14])=[CH:11][C:10]=1[C:19]([F:22])([F:21])[F:20], predict the reaction product. The product is: [CH3:2][CH:3]1[CH2:8][CH2:7][CH2:6][CH2:5][N:4]1[C:9]1[CH:18]=[CH:17][C:12]([C:13]([OH:15])=[O:14])=[CH:11][C:10]=1[C:19]([F:21])([F:20])[F:22]. (6) Given the reactants Br[C:2]1[C:3]([N:21]2[CH2:26][CH2:25][C:24]([CH3:28])([CH3:27])[CH2:23][CH2:22]2)=[C:4]([C@H:10]([O:16][C:17]([CH3:20])([CH3:19])[CH3:18])[C:11]([O:13][CH2:14][CH3:15])=[O:12])[C:5]([CH3:9])=[N:6][C:7]=1[CH3:8].[CH3:29][O:30][C:31]1[CH:47]=[CH:46][C:34]([CH2:35][O:36][C:37]2[CH:42]=[CH:41][C:40](B(O)O)=[CH:39][CH:38]=2)=[CH:33][CH:32]=1.C([O-])([O-])=O.[Na+].[Na+], predict the reaction product. The product is: [C:17]([O:16][C@@H:10]([C:4]1[C:5]([CH3:9])=[N:6][C:7]([CH3:8])=[C:2]([C:40]2[CH:39]=[CH:38][C:37]([O:36][CH2:35][C:34]3[CH:33]=[CH:32][C:31]([O:30][CH3:29])=[CH:47][CH:46]=3)=[CH:42][CH:41]=2)[C:3]=1[N:21]1[CH2:26][CH2:25][C:24]([CH3:28])([CH3:27])[CH2:23][CH2:22]1)[C:11]([O:13][CH2:14][CH3:15])=[O:12])([CH3:20])([CH3:19])[CH3:18].